From a dataset of Merck oncology drug combination screen with 23,052 pairs across 39 cell lines. Regression. Given two drug SMILES strings and cell line genomic features, predict the synergy score measuring deviation from expected non-interaction effect. (1) Drug 1: N#Cc1ccc(Cn2cncc2CN2CCN(c3cccc(Cl)c3)C(=O)C2)cc1. Drug 2: C=CCn1c(=O)c2cnc(Nc3ccc(N4CCN(C)CC4)cc3)nc2n1-c1cccc(C(C)(C)O)n1. Cell line: PA1. Synergy scores: synergy=-23.9. (2) Drug 1: NC(=O)c1cccc2cn(-c3ccc(C4CCCNC4)cc3)nc12. Drug 2: CCC1(O)C(=O)OCc2c1cc1n(c2=O)Cc2cc3c(CN(C)C)c(O)ccc3nc2-1. Cell line: HT144. Synergy scores: synergy=1.75. (3) Drug 1: CCN(CC)CCNC(=O)c1c(C)[nH]c(C=C2C(=O)Nc3ccc(F)cc32)c1C. Drug 2: COC1CC2CCC(C)C(O)(O2)C(=O)C(=O)N2CCCCC2C(=O)OC(C(C)CC2CCC(OP(C)(C)=O)C(OC)C2)CC(=O)C(C)C=C(C)C(O)C(OC)C(=O)C(C)CC(C)C=CC=CC=C1C. Cell line: RPMI7951. Synergy scores: synergy=20.2. (4) Drug 1: N#Cc1ccc(Cn2cncc2CN2CCN(c3cccc(Cl)c3)C(=O)C2)cc1. Drug 2: CNC(=O)c1cc(Oc2ccc(NC(=O)Nc3ccc(Cl)c(C(F)(F)F)c3)cc2)ccn1. Cell line: PA1. Synergy scores: synergy=11.1.